This data is from Forward reaction prediction with 1.9M reactions from USPTO patents (1976-2016). The task is: Predict the product of the given reaction. Given the reactants Cl[C:2]1[N:7]=[C:6]([C:8]2[CH:13]=[CH:12][CH:11]=[CH:10][CH:9]=2)[N:5]=[C:4]([C:14]([NH:16][C:17]2[CH:22]=[CH:21][CH:20]=[CH:19][C:18]=2[C:23]2[S:24][C:25]([CH2:28][CH2:29][CH3:30])=[N:26][N:27]=2)=[O:15])[CH:3]=1.[CH3:31][N:32]([CH3:36])[CH2:33][CH2:34][NH2:35], predict the reaction product. The product is: [CH3:31][N:32]([CH3:36])[CH2:33][CH2:34][NH:35][C:2]1[N:7]=[C:6]([C:8]2[CH:13]=[CH:12][CH:11]=[CH:10][CH:9]=2)[N:5]=[C:4]([C:14]([NH:16][C:17]2[CH:22]=[CH:21][CH:20]=[CH:19][C:18]=2[C:23]2[S:24][C:25]([CH2:28][CH2:29][CH3:30])=[N:26][N:27]=2)=[O:15])[CH:3]=1.